This data is from Catalyst prediction with 721,799 reactions and 888 catalyst types from USPTO. The task is: Predict which catalyst facilitates the given reaction. (1) Reactant: C[O:2][CH:3](OC)[C:4]1[CH:5]=[CH:6][C:7]([O:11][CH2:12][CH2:13][N:14]2[CH2:19][CH2:18][O:17][CH2:16][CH2:15]2)=[C:8]([CH:10]=1)[NH2:9].[CH3:22][S:23](Cl)(=[O:25])=[O:24].N1C=CC=CC=1.Cl.C(=O)(O)[O-].[Na+]. Product: [CH3:22][S:23]([NH:9][C:8]1[CH:10]=[C:4]([CH:5]=[CH:6][C:7]=1[O:11][CH2:12][CH2:13][N:14]1[CH2:19][CH2:18][O:17][CH2:16][CH2:15]1)[CH:3]=[O:2])(=[O:25])=[O:24]. The catalyst class is: 4. (2) Reactant: CCN(C(C)C)C(C)C.[CH3:10][O:11][C:12]1[CH:13]=[CH:14][CH:15]=[C:16]2[C:21]=1[O:20][C:19](=[O:22])[C:18]([C:23]([OH:25])=O)=[CH:17]2.CN(C(ON1N=NC2C=CC=NC1=2)=[N+](C)C)C.F[P-](F)(F)(F)(F)F.[NH2:50][C:51]1[CH:52]=[C:53]([C:57]2[CH:62]=[CH:61][CH:60]=[CH:59][C:58]=2[NH:63][C:64](=[O:66])[CH3:65])[CH:54]=[CH:55][CH:56]=1. Product: [C:64]([NH:63][C:58]1[CH:59]=[CH:60][CH:61]=[CH:62][C:57]=1[C:53]1[CH:54]=[CH:55][CH:56]=[C:51]([NH:50][C:23]([C:18]2[C:19](=[O:22])[O:20][C:21]3[C:16]([CH:17]=2)=[CH:15][CH:14]=[CH:13][C:12]=3[O:11][CH3:10])=[O:25])[CH:52]=1)(=[O:66])[CH3:65]. The catalyst class is: 3. (3) Reactant: [Cl:1][C:2]1[CH:24]=[CH:23][C:5]([CH2:6][NH:7][C:8]([C:10]2[C:11](=[O:22])[C:12]3[CH:19]=[C:18]([CH2:20]Cl)[S:17][C:13]=3[N:14]([CH3:16])[CH:15]=2)=[O:9])=[CH:4][CH:3]=1.Cl.[NH:26]1[CH2:31][CH2:30][O:29][CH2:28][C@@H:27]1[C@@H:32]([C:34]1[CH:39]=[CH:38][CH:37]=[CH:36][CH:35]=1)[OH:33].C(N(C(C)C)CC)(C)C.C(OCC)(=O)C. Product: [Cl:1][C:2]1[CH:24]=[CH:23][C:5]([CH2:6][NH:7][C:8]([C:10]2[C:11](=[O:22])[C:12]3[CH:19]=[C:18]([CH2:20][N:26]4[CH2:31][CH2:30][O:29][CH2:28][C@@H:27]4[C@H:32]([OH:33])[C:34]4[CH:39]=[CH:38][CH:37]=[CH:36][CH:35]=4)[S:17][C:13]=3[N:14]([CH3:16])[CH:15]=2)=[O:9])=[CH:4][CH:3]=1. The catalyst class is: 3.